This data is from Full USPTO retrosynthesis dataset with 1.9M reactions from patents (1976-2016). The task is: Predict the reactants needed to synthesize the given product. Given the product [OH:4][CH2:3][CH2:2][NH:1][CH:14]1[CH2:15][CH2:16][S:12](=[O:18])(=[O:17])[CH2:13]1, predict the reactants needed to synthesize it. The reactants are: [NH2:1][CH2:2][CH2:3][OH:4].C(N(CC)CC)C.[S:12]1(=[O:18])(=[O:17])[CH:16]=[CH:15][CH2:14][CH2:13]1.